The task is: Binary Classification. Given a T-cell receptor sequence (or CDR3 region) and an epitope sequence, predict whether binding occurs between them.. This data is from TCR-epitope binding with 47,182 pairs between 192 epitopes and 23,139 TCRs. (1) The epitope is FLKEKGGL. The TCR CDR3 sequence is CASSLLGQYNEQFF. Result: 1 (the TCR binds to the epitope). (2) The epitope is TFYLTNDVSFL. The TCR CDR3 sequence is CASSRSSSGLYEQYF. Result: 0 (the TCR does not bind to the epitope). (3) The epitope is KLFIRQEEV. The TCR CDR3 sequence is CASSEDPGGVNTEAFF. Result: 0 (the TCR does not bind to the epitope). (4) The epitope is FTISVTTEIL. The TCR CDR3 sequence is CASSFELDRGLYEQYF. Result: 1 (the TCR binds to the epitope). (5) The epitope is RLRAEAQVK. The TCR CDR3 sequence is CASSQEGASGVGETQYF. Result: 0 (the TCR does not bind to the epitope). (6) The epitope is ATDALMTGY. The TCR CDR3 sequence is CASSPRVVGSETQYF. Result: 1 (the TCR binds to the epitope). (7) The epitope is KAFSPEVIPMF. The TCR CDR3 sequence is CSARGWVSNNRETQYF. Result: 1 (the TCR binds to the epitope). (8) The epitope is SLVKPSFYV. The TCR CDR3 sequence is CASSLGGNEQYF. Result: 0 (the TCR does not bind to the epitope).